This data is from Forward reaction prediction with 1.9M reactions from USPTO patents (1976-2016). The task is: Predict the product of the given reaction. (1) Given the reactants [CH2:1]([N:8]1[CH2:12][CH2:11][C:10](=O)[CH2:9]1)[C:2]1[CH:7]=[CH:6][CH:5]=[CH:4][CH:3]=1.CC1[N:20]=CC(COP(O)(O)=O)=C(C=O)C=1O.P([O-])([O-])([O-])=O.[K+].[K+].[K+], predict the reaction product. The product is: [CH2:1]([N:8]1[CH2:12][CH2:11][CH:10]([NH2:20])[CH2:9]1)[C:2]1[CH:7]=[CH:6][CH:5]=[CH:4][CH:3]=1. (2) Given the reactants [NH2:1][C:2]1[N:7]=[C:6](S(C)=O)[C:5]([C:11]2[CH:12]=[CH:13][C:14](=[O:18])[N:15]([CH3:17])[N:16]=2)=[C:4]([C:19]2[CH:24]=[CH:23][CH:22]=[CH:21][CH:20]=2)[N:3]=1.[CH2:25]([NH2:32])[C:26]1[CH:31]=[CH:30][CH:29]=[CH:28][CH:27]=1, predict the reaction product. The product is: [NH2:1][C:2]1[N:7]=[C:6]([NH:32][CH2:25][C:26]2[CH:31]=[CH:30][CH:29]=[CH:28][CH:27]=2)[C:5]([C:11]2[CH:12]=[CH:13][C:14](=[O:18])[N:15]([CH3:17])[N:16]=2)=[C:4]([C:19]2[CH:24]=[CH:23][CH:22]=[CH:21][CH:20]=2)[N:3]=1. (3) Given the reactants [Br:1][C:2]1[CH:3]=[N:4][N:5]([CH2:7]C(=O)C)[CH:6]=1.[CH:11]([Mg]Br)=C.[CH2:15]1C[O:18][CH2:17][CH2:16]1, predict the reaction product. The product is: [Br:1][C:2]1[CH:3]=[N:4][N:5]([CH2:7][C:17]([CH3:11])([OH:18])[CH:16]=[CH2:15])[CH:6]=1. (4) Given the reactants ClC1C([N+]([O-])=O)=C(Cl)C(Cl)=C(Cl)C=1Cl.ClC1C([N+]([O-])=O)=C(F)C(F)=C(F)C=1Cl.ClC1C([N+]([O-])=O)=C(F)C(F)=C(Cl)C=1Cl.Cl[C:44]1[C:49]([N+:50]([O-:52])=[O:51])=[C:48]([F:53])[C:47]([Cl:54])=[C:46]([Cl:55])[C:45]=1Cl, predict the reaction product. The product is: [Cl:55][C:46]1[CH:45]=[CH:44][C:49]([N+:50]([O-:52])=[O:51])=[C:48]([F:53])[C:47]=1[Cl:54]. (5) Given the reactants [O:1]1[C:5]2[CH:6]=[CH:7][CH:8]=[N:9][C:4]=2[CH:3]=C1.CC(C)([O-:13])C.[K+].OC1C=NC=CC=1.COCCl.CN(CCN(C)C)C.[Li]CCCC, predict the reaction product. The product is: [OH:1][C:5]1[C:4]([CH:3]=[O:13])=[N:9][CH:8]=[CH:7][CH:6]=1.